From a dataset of CYP2D6 inhibition data for predicting drug metabolism from PubChem BioAssay. Regression/Classification. Given a drug SMILES string, predict its absorption, distribution, metabolism, or excretion properties. Task type varies by dataset: regression for continuous measurements (e.g., permeability, clearance, half-life) or binary classification for categorical outcomes (e.g., BBB penetration, CYP inhibition). Dataset: cyp2d6_veith. (1) The molecule is CN1[C@H](CC(=O)c2ccccc2)CCC[C@H]1C[C@H](O)c1ccccc1. The result is 1 (inhibitor). (2) The drug is CCN1C(=O)/C(=C/C=C2/SCCN2C)SC1=S. The result is 0 (non-inhibitor). (3) The molecule is CCC1CC[N+]2(C)CCC3=C(CCC3)C2(C)C1.[I-]. The result is 1 (inhibitor). (4) The compound is COc1ccccc1C1=NOC(COC(=O)c2ccc3ccccc3n2)C1. The result is 0 (non-inhibitor). (5) The drug is CCN[C@@H]1C[C@H](N)[C@H](O[C@H]2OC(CN)=CC[C@H]2N)[C@@H](O)[C@H]1O[C@H]1OC[C@@](C)(O)[C@@H](NC)[C@@H]1O. The result is 0 (non-inhibitor). (6) The compound is O=C(CSC1=NCCN1)Nc1ccccc1. The result is 1 (inhibitor). (7) The molecule is COC(=O)[C@@]1(Cc2ccc(F)cc2)[C@H]2c3cc(C(=O)N4CCCC4)n(CC4CC4)c3C[C@H]2CN1C(=O)c1ccccc1. The result is 0 (non-inhibitor). (8) The molecule is N#CC(C#N)=CNCCN1CCN(C=C(C#N)C#N)CC1. The result is 0 (non-inhibitor). (9) The drug is Cc1cccc(N2CC(O)=C(c3nc4ccccc4n3C)C2=N)c1. The result is 0 (non-inhibitor). (10) The drug is COc1ccc(O[C@H]2C=C[C@@H](c3ccccc3)O[C@H]2CO/N=C\C[C@@H]2C=C[C@H](OC(C)=O)[C@H](COC(C)=O)O2)cc1. The result is 0 (non-inhibitor).